Task: Predict the reactants needed to synthesize the given product.. Dataset: Full USPTO retrosynthesis dataset with 1.9M reactions from patents (1976-2016) Given the product [ClH:39].[ClH:1].[NH2:37][C:36]1[C:31]([C:29]([NH:28][C:26]([NH:25][CH2:24][CH2:23][CH2:22][CH2:21][C:18]2[CH:19]=[CH:20][C:15]([O:14][CH2:13][CH2:12][NH:11][C:10]([NH2:40])=[NH:9])=[CH:16][CH:17]=2)=[NH:27])=[O:30])=[N:32][C:33]([Cl:39])=[C:34]([NH2:38])[N:35]=1, predict the reactants needed to synthesize it. The reactants are: [ClH:1].C(OC([N:9]=[C:10]([NH:40]C(OC(C)(C)C)=O)[NH:11][CH2:12][CH2:13][O:14][C:15]1[CH:20]=[CH:19][C:18]([CH2:21][CH2:22][CH2:23][CH2:24][NH:25][C:26]([NH:28][C:29]([C:31]2[C:36]([NH2:37])=[N:35][C:34]([NH2:38])=[C:33]([Cl:39])[N:32]=2)=[O:30])=[NH:27])=[CH:17][CH:16]=1)=O)(C)(C)C.